From a dataset of Reaction yield outcomes from USPTO patents with 853,638 reactions. Predict the reaction yield, written as a fraction of the theoretical maximum amount of product (1.0 means a 100% yield; for example, 0.34 means a 34% yield). The yield is 0.940. The catalyst is CO.Cl. The product is [NH2:19][C:6]1[C:7]([CH2:9][S:10]([C:13]2[CH:14]=[CH:15][CH:16]=[CH:17][CH:18]=2)(=[O:12])=[O:11])=[N:8][C:3]([O:2][CH3:1])=[CH:4][CH:5]=1. The reactants are [CH3:1][O:2][C:3]1[N:8]=[C:7]([CH2:9][S:10]([C:13]2[CH:18]=[CH:17][CH:16]=[CH:15][CH:14]=2)(=[O:12])=[O:11])[C:6]([N+:19]([O-])=O)=[CH:5][CH:4]=1.[Sn].